Dataset: Forward reaction prediction with 1.9M reactions from USPTO patents (1976-2016). Task: Predict the product of the given reaction. (1) Given the reactants BrC1N=C([C@@H]([NH:17][C:18](=[O:24])[O:19]C(C)(C)C)[C@H](O)C2C=CC=CC=2)C=CC=1.[Br:25][C:26]1[CH:27]=[C:28]([CH:31]=[CH:32][N:33]=1)[CH:29]=O.C([C:36](CC)(P(=O)([O-])[O-])[C:37]1[CH:42]=[CH:41][CH:40]=[C:39]([O:43][CH3:44])[CH:38]=1)C, predict the reaction product. The product is: [Br:25][C:26]1[CH:27]=[C:28]([C@@H:29]2[C@@H:36]([C:37]3[CH:42]=[CH:41][CH:40]=[C:39]([O:43][CH3:44])[CH:38]=3)[O:24][C:18](=[O:19])[NH:17]2)[CH:31]=[CH:32][N:33]=1. (2) Given the reactants [CH3:1][C:2]1[N:3]=[C:4]([NH2:8])[S:5][C:6]=1[CH3:7].Br[CH2:10][C:11]1[C:16]([F:17])=[CH:15][CH:14]=[CH:13][C:12]=1[Cl:18].[C:19]12([C:29](O)=[O:30])[CH2:28][CH:23]3[CH2:24][CH:25]([CH2:27][CH:21]([CH2:22]3)[CH2:20]1)[CH2:26]2, predict the reaction product. The product is: [Cl:18][C:12]1[CH:13]=[CH:14][CH:15]=[C:16]([F:17])[C:11]=1[CH2:10][N:3]1[C:2]([CH3:1])=[C:6]([CH3:7])[S:5]/[C:4]/1=[N:8]\[C:29]([C:19]12[CH2:28][CH:23]3[CH2:22][CH:21]([CH2:27][CH:25]([CH2:24]3)[CH2:26]1)[CH2:20]2)=[O:30]. (3) Given the reactants C[O:2][C:3]1[CH:4]=[C:5]([C:9]2[N:10]([C:14]3[CH:19]=[CH:18][CH:17]=[CH:16][CH:15]=3)[CH:11]=[CH:12][N:13]=2)[CH:6]=[CH:7][CH:8]=1.Cl.N1C=CC=CC=1.[OH-].[Na+], predict the reaction product. The product is: [C:14]1([N:10]2[CH:11]=[CH:12][N:13]=[C:9]2[C:5]2[CH:4]=[C:3]([OH:2])[CH:8]=[CH:7][CH:6]=2)[CH:19]=[CH:18][CH:17]=[CH:16][CH:15]=1. (4) Given the reactants Cl[C:2]1[NH:3][C:4](=[O:12])[C:5]2[C:10]([CH:11]=1)=[CH:9][CH:8]=[CH:7][CH:6]=2.[OH:13][CH2:14][CH:15]1[CH2:20][NH:19][CH2:18][CH2:17][N:16]1[CH2:21][CH:22]([CH3:24])[CH3:23], predict the reaction product. The product is: [OH:13][CH2:14][CH:15]1[N:16]([CH2:21][CH:22]([CH3:24])[CH3:23])[CH2:17][CH2:18][N:19]([C:2]2[NH:3][C:4](=[O:12])[C:5]3[C:10]([CH:11]=2)=[CH:9][CH:8]=[CH:7][CH:6]=3)[CH2:20]1. (5) The product is: [F:47][C:29]1[CH:28]=[C:27]([C:2]2[CH:3]=[C:4]([NH:10][C:11]3[CH:20]=[C:14]4[CH2:15][N:16]([CH3:19])[CH2:17][CH2:18][N:13]4[N:12]=3)[C:5](=[O:9])[N:6]([CH3:8])[CH:7]=2)[C:26]([CH2:25][O:24][C:21](=[O:23])[CH3:22])=[C:31]([N:32]2[CH2:43][CH2:42][N:41]3[C:34](=[CH:35][C:36]4[CH2:37][C:38]([CH3:44])([CH3:45])[CH2:39][C:40]=43)[C:33]2=[O:46])[CH:30]=1. Given the reactants Br[C:2]1[CH:3]=[C:4]([NH:10][C:11]2[CH:20]=[C:14]3[CH2:15][N:16]([CH3:19])[CH2:17][CH2:18][N:13]3[N:12]=2)[C:5](=[O:9])[N:6]([CH3:8])[CH:7]=1.[C:21]([O:24][CH2:25][C:26]1[C:31]([N:32]2[CH2:43][CH2:42][N:41]3[C:34](=[CH:35][C:36]4[CH2:37][C:38]([CH3:45])([CH3:44])[CH2:39][C:40]=43)[C:33]2=[O:46])=[CH:30][C:29]([F:47])=[CH:28][C:27]=1B1OC(C)(C)C(C)(C)O1)(=[O:23])[CH3:22].COCCOC.C(=O)([O-])[O-].[Na+].[Na+], predict the reaction product. (6) Given the reactants [CH:1]1[C:14]2[N:13]([CH2:15][CH2:16][O:17][C:18]3[CH:25]=[CH:24][C:21]([CH:22]=O)=[CH:20][CH:19]=3)[C:12]3[C:7](=[CH:8][CH:9]=[CH:10][CH:11]=3)[S:6][C:5]=2[CH:4]=[CH:3][CH:2]=1.[NH2:26][CH2:27][C:28]([OH:30])=[O:29].[CH2:31](N(CC)CC)[CH3:32].[BH4-].[Na+], predict the reaction product. The product is: [CH2:31]([O:29][C:28](=[O:30])[CH2:27][NH:26][CH2:22][C:21]1[CH:24]=[CH:25][C:18]([O:17][CH2:16][CH2:15][N:13]2[C:12]3[CH:11]=[CH:10][CH:9]=[CH:8][C:7]=3[S:6][C:5]3[C:14]2=[CH:1][CH:2]=[CH:3][CH:4]=3)=[CH:19][CH:20]=1)[CH3:32]. (7) Given the reactants [OH:1][C@@H:2]1[CH2:25][CH2:24][C@@:23]2([CH3:26])[C@H:4](/[C:5](=[CH:29]\[CH3:30])/[C:6](=[O:28])[C@@H:7]3[C@@H:22]2[CH2:21][CH2:20][C@@:19]2([CH3:27])[C@H:8]3[CH2:9][CH2:10][C@@H:11]2[C@H:12]([CH3:18])[CH2:13][CH2:14][C:15]([OH:17])=[O:16])[CH2:3]1.O.[OH-].[Na+].Cl, predict the reaction product. The product is: [OH:1][C@@H:2]1[CH2:25][CH2:24][C@@:23]2([CH3:26])[C@H:4]([C@@H:5]([CH2:29][CH3:30])[C:6](=[O:28])[C@@H:7]3[C@@H:22]2[CH2:21][CH2:20][C@@:19]2([CH3:27])[C@H:8]3[CH2:9][CH2:10][C@@H:11]2[C@H:12]([CH3:18])[CH2:13][CH2:14][C:15]([OH:17])=[O:16])[CH2:3]1. (8) Given the reactants [Br:1][C:2]1[C:3](=[O:8])[NH:4][CH:5]=[N:6][CH:7]=1.[H-].[Na+].Cl[CH2:12][C:13]1[CH:18]=[CH:17][C:16]([O:19][CH3:20])=[CH:15][CH:14]=1.O, predict the reaction product. The product is: [Br:1][C:2]1[C:3](=[O:8])[N:4]([CH2:12][C:13]2[CH:18]=[CH:17][C:16]([O:19][CH3:20])=[CH:15][CH:14]=2)[CH:5]=[N:6][CH:7]=1.